From a dataset of Forward reaction prediction with 1.9M reactions from USPTO patents (1976-2016). Predict the product of the given reaction. Given the reactants [OH:1][C:2]1[CH:7]=[CH:6][CH:5]=[CH:4][C:3]=1[N:8]1[CH2:13][CH2:12][N:11]([C:14]([O:16][C:17]([CH3:20])([CH3:19])[CH3:18])=[O:15])[CH2:10][CH2:9]1.C(=O)([O-])[O-].[Cs+].[Cs+].Br[CH2:28][CH2:29][CH2:30][C:31]([O:33][CH2:34][CH3:35])=[O:32], predict the reaction product. The product is: [CH2:34]([O:33][C:31](=[O:32])[CH2:30][CH2:29][CH2:28][O:1][C:2]1[CH:7]=[CH:6][CH:5]=[CH:4][C:3]=1[N:8]1[CH2:13][CH2:12][N:11]([C:14]([O:16][C:17]([CH3:20])([CH3:19])[CH3:18])=[O:15])[CH2:10][CH2:9]1)[CH3:35].